Dataset: Forward reaction prediction with 1.9M reactions from USPTO patents (1976-2016). Task: Predict the product of the given reaction. (1) Given the reactants [O:1]1[CH:3]2[CH2:4][CH2:5][CH2:6][CH:2]12.[C:7]1([Mg]Br)[CH:12]=[CH:11][CH:10]=[CH:9][CH:8]=1.[Cl-].[NH4+], predict the reaction product. The product is: [C:7]1([C@@H:2]2[CH2:6][CH2:5][CH2:4][C@H:3]2[OH:1])[CH:12]=[CH:11][CH:10]=[CH:9][CH:8]=1. (2) Given the reactants Br[C:2]1[CH:7]=[CH:6][C:5]([C@@H:8]([C:16]2[CH:21]=[CH:20][C:19]([F:22])=[CH:18][CH:17]=2)[NH:9][S@@:10]([C:12](C)([CH3:14])[CH3:13])=[O:11])=[CH:4][CH:3]=1.[CH3:23][PH:24]([O-])([O-:28])[O:25][CH2:26][CH3:27].CCN(CC)CC, predict the reaction product. The product is: [F:22][C:19]1[CH:20]=[CH:21][C:16]([C@@H:8]([NH:9][S@@:10]([CH:12]([CH3:13])[CH3:14])=[O:11])[C:5]2[CH:6]=[CH:7][C:2]([P:24]([CH3:23])(=[O:28])[O:25][CH2:26][CH3:27])=[CH:3][CH:4]=2)=[CH:17][CH:18]=1. (3) Given the reactants [N:1]1[CH:6]=[CH:5][CH:4]=[CH:3][C:2]=1[C:7]1[CH:8]=[CH:9][C:10]2[N:11]([CH:13]=[C:14]([C:16]([O:18]CC)=[O:17])[N:15]=2)[CH:12]=1.CC(C)(OC(NC1N=C(C2C=CC3N(C=C(C(O)=O)N=3)C=2)C=CC=1)=O)C, predict the reaction product. The product is: [N:1]1[CH:6]=[CH:5][CH:4]=[CH:3][C:2]=1[C:7]1[CH:8]=[CH:9][C:10]2[N:11]([CH:13]=[C:14]([C:16]([OH:18])=[O:17])[N:15]=2)[CH:12]=1. (4) Given the reactants C([O:14][C:15]([C:17]1([O:20]/[N:21]=[C:22](/[C:50]2[N:51]=[C:52]([NH:55]C(OC(C)(C)C)=O)[S:53][CH:54]=2)\[C:23]([NH:25][C@@H:26]2[C:29](=[O:30])[N:28]([S:31]([OH:34])(=[O:33])=[O:32])[C@@H:27]2[CH2:35][N:36]2[N:40]=[C:39]([CH2:41][NH:42]C(OC(C)(C)C)=O)[CH:38]=[N:37]2)=[O:24])[CH2:19][CH2:18]1)=[O:16])(C1C=CC=CC=1)C1C=CC=CC=1.C(O)(C(F)(F)F)=O, predict the reaction product. The product is: [NH2:42][CH2:41][C:39]1[CH:38]=[N:37][N:36]([CH2:35][C@@H:27]2[C@H:26]([NH:25][C:23](=[O:24])/[C:22](=[N:21]\[O:20][C:17]3([C:15]([OH:16])=[O:14])[CH2:18][CH2:19]3)/[C:50]3[N:51]=[C:52]([NH2:55])[S:53][CH:54]=3)[C:29](=[O:30])[N:28]2[S:31]([OH:34])(=[O:33])=[O:32])[N:40]=1.